Regression. Given a peptide amino acid sequence and an MHC pseudo amino acid sequence, predict their binding affinity value. This is MHC class II binding data. From a dataset of Peptide-MHC class II binding affinity with 134,281 pairs from IEDB. (1) The peptide sequence is YKFIPSLEAAVKQAY. The MHC is DRB5_0101 with pseudo-sequence DRB5_0101. The binding affinity (normalized) is 0.694. (2) The peptide sequence is EIPDVLNSLAVAWMILRA. The MHC is DRB1_1501 with pseudo-sequence DRB1_1501. The binding affinity (normalized) is 0.152. (3) The peptide sequence is TPRRGEVYTCHVEHPSL. The MHC is H-2-IAs with pseudo-sequence H-2-IAs. The binding affinity (normalized) is 0. (4) The peptide sequence is HDKKSMGDDHFWAVR. The MHC is HLA-DPA10201-DPB10501 with pseudo-sequence HLA-DPA10201-DPB10501. The binding affinity (normalized) is 0.149.